This data is from Reaction yield outcomes from USPTO patents with 853,638 reactions. The task is: Predict the reaction yield, written as a fraction of the theoretical maximum amount of product (1.0 means a 100% yield; for example, 0.34 means a 34% yield). (1) The reactants are [NH2:1][C:2]1[C:17](I)=[CH:16][CH:15]=[CH:14][C:3]=1[C:4]([O:6][CH2:7][C:8]1[CH:13]=[CH:12][CH:11]=[CH:10][CH:9]=1)=[O:5].C[Si]([C:23]#[CH:24])(C)C. The catalyst is C(N(CC)CC)C.C(OC(C)C)(C)C.Cl[Pd](Cl)([P](C1C=CC=CC=1)(C1C=CC=CC=1)C1C=CC=CC=1)[P](C1C=CC=CC=1)(C1C=CC=CC=1)C1C=CC=CC=1.[Cu](I)I. The product is [NH2:1][C:2]1[C:17]([C:23]#[CH:24])=[CH:16][CH:15]=[CH:14][C:3]=1[C:4]([O:6][CH2:7][C:8]1[CH:13]=[CH:12][CH:11]=[CH:10][CH:9]=1)=[O:5]. The yield is 0.770. (2) The reactants are [Cl:1][C:2]1[CH:3]=[C:4]([N:8]2[C:13](=[O:14])[C:12](OS(C3C=CC(C)=CC=3)(=O)=O)=[C:11]([C:26]3[CH:31]=[CH:30][C:29]([S:32]([CH3:35])(=[O:34])=[O:33])=[CH:28][CH:27]=3)[CH:10]=[N:9]2)[CH:5]=[CH:6][CH:7]=1.[CH:36]1([Mg]Cl)[CH2:40][CH2:39][CH2:38][CH2:37]1.O. The catalyst is C1COCC1. The product is [Cl:1][C:2]1[CH:3]=[C:4]([N:8]2[C:13](=[O:14])[C:12]([CH:36]3[CH2:40][CH2:39][CH2:38][CH2:37]3)=[C:11]([C:26]3[CH:27]=[CH:28][C:29]([S:32]([CH3:35])(=[O:33])=[O:34])=[CH:30][CH:31]=3)[CH:10]=[N:9]2)[CH:5]=[CH:6][CH:7]=1. The yield is 0.940. (3) The reactants are [CH3:1][C:2]1[O:6][N:5]=[C:4]([C:7]2[CH:12]=[CH:11][N:10]=[CH:9][N:8]=2)[C:3]=1[CH2:13][O:14][C:15]1[CH:23]=[CH:22][C:18]([C:19]([OH:21])=O)=[CH:17][N:16]=1.ClC1C=[C:27]([C:31]2[C:35](COC3C=CC(C(O)=O)=CN=3)=C(C)O[N:32]=2)C=CC=1.C(N)(C)C. No catalyst specified. The product is [CH:31]([NH:32][C:19](=[O:21])[C:18]1[CH:22]=[CH:23][C:15]([O:14][CH2:13][C:3]2[C:4]([C:7]3[CH:12]=[CH:11][N:10]=[CH:9][N:8]=3)=[N:5][O:6][C:2]=2[CH3:1])=[N:16][CH:17]=1)([CH3:35])[CH3:27]. The yield is 0.730. (4) The yield is 0.810. No catalyst specified. The reactants are [F:1][C:2]([F:22])([C:15]1[CH:20]=[CH:19][C:18]([F:21])=[CH:17][CH:16]=1)[C:3]1[NH:4][C:5](=O)[C:6]2[S:11][C:10]([S:12][CH3:13])=[N:9][C:7]=2[N:8]=1.P(Cl)(Cl)([Cl:25])=O. The product is [Cl:25][C:5]1[C:6]2[S:11][C:10]([S:12][CH3:13])=[N:9][C:7]=2[N:8]=[C:3]([C:2]([F:22])([F:1])[C:15]2[CH:20]=[CH:19][C:18]([F:21])=[CH:17][CH:16]=2)[N:4]=1. (5) The reactants are CC1C=CC(S(O[N:12]=[C:13]2[C:22]3[C:17](=[CH:18][CH:19]=[C:20]([O:23][CH2:24][C:25]4[CH:30]=[CH:29][CH:28]=[CH:27][CH:26]=4)[CH:21]=3)[CH2:16][CH2:15][CH2:14]2)(=O)=O)=CC=1.CC([O-])=[O:33].[K+]. The yield is 0.710. The product is [CH2:24]([O:23][C:20]1[CH:19]=[CH:18][C:17]2[CH2:16][CH2:15][CH2:14][C:13](=[O:33])[NH:12][C:22]=2[CH:21]=1)[C:25]1[CH:30]=[CH:29][CH:28]=[CH:27][CH:26]=1. The catalyst is O.CCO. (6) The reactants are [OH:1][CH2:2][C@H:3]1[C@@H:7]([OH:8])[CH:6]=[CH:5][CH2:4]1.[C:9]([Si:13](Cl)([C:20]1[CH:25]=[CH:24][CH:23]=[CH:22][CH:21]=1)[C:14]1[CH:19]=[CH:18][CH:17]=[CH:16][CH:15]=1)([CH3:12])([CH3:11])[CH3:10]. The catalyst is C(Cl)Cl.CN(C1C=CN=CC=1)C. The product is [Si:13]([O:1][CH2:2][C@H:3]1[C@@H:7]([OH:8])[CH:6]=[CH:5][CH2:4]1)([C:9]([CH3:12])([CH3:11])[CH3:10])([C:20]1[CH:21]=[CH:22][CH:23]=[CH:24][CH:25]=1)[C:14]1[CH:19]=[CH:18][CH:17]=[CH:16][CH:15]=1. The yield is 0.860. (7) The reactants are Br[C:2]1[CH:3]=[C:4]2[C:9](=[CH:10][CH:11]=1)[CH:8]=[CH:7][CH:6]=[CH:5]2.ClCCl.[C:15]([O-])(=O)[CH3:16].[K+].Br[C:21]1[C:29]2[C:24](=[CH:25][CH:26]=[C:27]([C:30]#[N:31])[CH:28]=2)[N:23]([CH:32]2[CH2:37][CH2:36][CH2:35][CH2:34][O:33]2)[N:22]=1.[C:38](=[O:41])([O-])[O-].[K+].[K+]. The catalyst is CN(C)C=O.C(OCC)(=O)C. The product is [CH3:29][C@H:24]1[CH2:25][CH2:26][CH2:27][C@@H:15]([CH3:16])[N:23]1[CH2:32][CH2:38][O:41][C:26]1[CH:25]=[C:24]2[C:29]([C:21]([C:2]3[CH:11]=[CH:10][C:9]4[C:4](=[CH:5][CH:6]=[CH:7][CH:8]=4)[CH:3]=3)=[N:22][N:23]2[CH:32]2[CH2:37][CH2:36][CH2:35][CH2:34][O:33]2)=[CH:28][C:27]=1[C:30]#[N:31]. The yield is 0.640. (8) The product is [NH2:74][CH2:75][C:76]([NH:1][C@H:2]1[CH2:3][CH2:4][C@H:5]([NH:8][C:9]2[CH:10]=[C:11]([NH:28][CH2:29][CH3:30])[C:12]3[N:13]([C:15]([C:18]([NH:20][C:21]4[CH:26]=[CH:25][N:24]=[CH:23][C:22]=4[F:27])=[O:19])=[CH:16][N:17]=3)[N:14]=2)[CH2:6][CH2:7]1)=[O:77]. The reactants are [NH2:1][C@H:2]1[CH2:7][CH2:6][C@H:5]([NH:8][C:9]2[CH:10]=[C:11]([NH:28][CH2:29][CH3:30])[C:12]3[N:13]([C:15]([C:18]([NH:20][C:21]4[CH:26]=[CH:25][N:24]=[CH:23][C:22]=4[F:27])=[O:19])=[CH:16][N:17]=3)[N:14]=2)[CH2:4][CH2:3]1.C(N(C(C)C)CC)(C)C.F[P-](F)(F)(F)(F)F.N1(O[P+](N(C)C)(N(C)C)N(C)C)C2C=CC=CC=2N=N1.C([NH:74][CH2:75][C:76](O)=[O:77])(OC(C)(C)C)=O. The yield is 0.449. The catalyst is CN(C=O)C.C(OCC)(=O)C.O.C1COCC1. (9) The reactants are C([O:3][C:4](=[O:33])[CH2:5][N:6]1[C:14]2[CH2:13][CH2:12][CH2:11][C@@H:10]([NH:15][S:16]([C:19]3[CH:24]=[CH:23][C:22]([O:25][C:26]4[CH:31]=[CH:30][CH:29]=[CH:28][C:27]=4[Cl:32])=[CH:21][CH:20]=3)(=[O:18])=[O:17])[C:9]=2[CH:8]=[N:7]1)C.[OH-].[Na+]. The catalyst is O1CCCC1. The product is [Cl:32][C:27]1[CH:28]=[CH:29][CH:30]=[CH:31][C:26]=1[O:25][C:22]1[CH:23]=[CH:24][C:19]([S:16]([NH:15][C@@H:10]2[CH2:11][CH2:12][CH2:13][C:14]3[N:6]([CH2:5][C:4]([OH:33])=[O:3])[N:7]=[CH:8][C:9]2=3)(=[O:17])=[O:18])=[CH:20][CH:21]=1. The yield is 0.790.